This data is from Reaction yield outcomes from USPTO patents with 853,638 reactions. The task is: Predict the reaction yield, written as a fraction of the theoretical maximum amount of product (1.0 means a 100% yield; for example, 0.34 means a 34% yield). The reactants are [N+:1]([C:4]1[CH:14]=[CH:13][CH:12]=[C:6]2[C:7]([O:9][C:10](=[O:11])[C:5]=12)=O)([O-:3])=[O:2].[NH2:15][CH2:16][C:17]([OH:19])=[O:18]. No catalyst specified. The product is [N+:1]([C:4]1[CH:14]=[CH:13][CH:12]=[C:6]2[C:7]([N:15]([CH2:16][C:17]([OH:19])=[O:18])[C:10](=[O:11])[C:5]=12)=[O:9])([O-:3])=[O:2]. The yield is 0.810.